Dataset: Catalyst prediction with 721,799 reactions and 888 catalyst types from USPTO. Task: Predict which catalyst facilitates the given reaction. (1) Reactant: Cl[CH2:2][C:3]1[N:14]([C@H:15]2[CH2:20][CH2:19][C@H:18]([CH2:21][C:22]#[N:23])[CH2:17][CH2:16]2)[C:6]2=[C:7]3[S:13][CH:12]=[CH:11][C:8]3=[N:9][CH:10]=[C:5]2[N:4]=1.[C:24]([O:28][C:29](=[O:35])[NH:30][S:31]([CH3:34])(=[O:33])=[O:32])([CH3:27])([CH3:26])[CH3:25].C(=O)([O-])[O-].[K+].[K+]. Product: [C:24]([O:28][C:29](=[O:35])[N:30]([CH2:2][C:3]1[N:14]([C@H:15]2[CH2:20][CH2:19][C@H:18]([CH2:21][C:22]#[N:23])[CH2:17][CH2:16]2)[C:6]2=[C:7]3[S:13][CH:12]=[CH:11][C:8]3=[N:9][CH:10]=[C:5]2[N:4]=1)[S:31]([CH3:34])(=[O:33])=[O:32])([CH3:27])([CH3:26])[CH3:25]. The catalyst class is: 35. (2) Reactant: [N+:1]([C:4]1[C:13]2[C:8](=[CH:9][C:10]([O:16][CH3:17])=[C:11]([O:14][CH3:15])[CH:12]=2)[C:7]([C:18]([C:20]2[CH:25]=[CH:24][CH:23]=[C:22]([O:26][CH3:27])[CH:21]=2)=[O:19])=[N:6][CH:5]=1)([O-])=O.[Sn](Cl)(Cl)(Cl)Cl.N1C=CC=CC=1.[CH3:39][O:40][C:41](Cl)=[O:42]. Product: [CH3:39][O:40][C:41](=[O:42])[NH:1][C:4]1[C:13]2[C:8](=[CH:9][C:10]([O:16][CH3:17])=[C:11]([O:14][CH3:15])[CH:12]=2)[C:7]([C:18](=[O:19])[C:20]2[CH:25]=[CH:24][CH:23]=[C:22]([O:26][CH3:27])[CH:21]=2)=[N:6][CH:5]=1. The catalyst class is: 295. (3) Reactant: [Cl:1][C:2]1[CH:28]=[CH:27][CH:26]=[C:25]([Cl:29])[C:3]=1[C:4]([NH:6][C:7]1[C:12]([N+:13]([O-])=O)=[CH:11][N:10]=[C:9]([NH:16][C:17]2[CH:22]=[C:21]([CH3:23])[N:20]=[C:19]([CH3:24])[N:18]=2)[CH:8]=1)=[O:5]. Product: [NH2:13][C:12]1[C:7]([NH:6][C:4](=[O:5])[C:3]2[C:2]([Cl:1])=[CH:28][CH:27]=[CH:26][C:25]=2[Cl:29])=[CH:8][C:9]([NH:16][C:17]2[CH:22]=[C:21]([CH3:23])[N:20]=[C:19]([CH3:24])[N:18]=2)=[N:10][CH:11]=1. The catalyst class is: 29. (4) Reactant: Cl[C:2]1[N:7]=[C:6]([NH:8][C@H:9]([C:11]2[N:12]([C:28]3[CH:33]=[CH:32][CH:31]=[CH:30][CH:29]=3)[C:13](=[O:27])[C:14]3[C:19]([CH:20]=2)=[CH:18][CH:17]=[CH:16][C:15]=3[C:21]2[CH:22]=[N:23][N:24]([CH3:26])[CH:25]=2)[CH3:10])[C:5]([I:34])=[CH:4][N:3]=1.[OH-].[NH4+:36]. Product: [NH2:36][C:2]1[N:7]=[C:6]([NH:8][C@H:9]([C:11]2[N:12]([C:28]3[CH:33]=[CH:32][CH:31]=[CH:30][CH:29]=3)[C:13](=[O:27])[C:14]3[C:19]([CH:20]=2)=[CH:18][CH:17]=[CH:16][C:15]=3[C:21]2[CH:22]=[N:23][N:24]([CH3:26])[CH:25]=2)[CH3:10])[C:5]([I:34])=[CH:4][N:3]=1. The catalyst class is: 12. (5) Reactant: [CH:1]1(Br)[CH2:3][CH2:2]1.[Mg:5].[Br:6][C:7]1[CH:14]=[CH:13][C:10]([CH:11]=[O:12])=[CH:9][CH:8]=1.[Cl-].[NH4+]. Product: [CH:1]1([Mg:5][Br:6])[CH2:3][CH2:2]1.[Br:6][C:7]1[CH:14]=[CH:13][C:10]([CH:11]([CH:1]2[CH2:3][CH2:2]2)[OH:12])=[CH:9][CH:8]=1. The catalyst class is: 7. (6) Reactant: [C:1]([O:5][C:6]([NH:8][CH2:9][CH2:10][CH2:11][CH2:12][CH2:13][CH2:14][C:15]([OH:17])=[O:16])=[O:7])([CH3:4])([CH3:3])[CH3:2].ON[C:20](=[O:26])[CH2:21][CH2:22][C:23]([NH2:25])=[O:24].C(Cl)CCl. Product: [O:26]=[C:20]1[CH2:21][CH2:22][C:23](=[O:24])[N:25]1[O:16][C:15](=[O:17])[CH2:14][CH2:13][CH2:12][CH2:11][CH2:10][CH2:9][NH:8][C:6]([O:5][C:1]([CH3:4])([CH3:2])[CH3:3])=[O:7]. The catalyst class is: 34. (7) Reactant: [N:1]1([C:5]2[CH:10]=[CH:9][C:8]([N+:11]([O-])=O)=[CH:7][N:6]=2)[CH2:4][CH2:3][CH2:2]1.[H][H]. Product: [NH2:11][C:8]1[CH:7]=[N:6][C:5]([N:1]2[CH2:4][CH2:3][CH2:2]2)=[CH:10][CH:9]=1. The catalyst class is: 29. (8) Reactant: [F:1][C:2]([F:20])([F:19])[C:3]([N:5]1[CH2:14][CH2:13][C:12]2[C:7](=[CH:8][C:9]([N+:16]([O-:18])=[O:17])=[CH:10][C:11]=2I)[CH2:6]1)=[O:4].[Cl:21][C:22]1[CH:27]=[CH:26][CH:25]=[CH:24][C:23]=1B(O)O.C(=O)([O-])[O-].[K+].[K+]. Product: [Cl:21][C:22]1[CH:27]=[CH:26][CH:25]=[CH:24][C:23]=1[C:11]1[CH:10]=[C:9]([N+:16]([O-:18])=[O:17])[CH:8]=[C:7]2[C:12]=1[CH2:13][CH2:14][N:5]([C:3](=[O:4])[C:2]([F:20])([F:19])[F:1])[CH2:6]2. The catalyst class is: 109. (9) Product: [CH2:5]([C:7]1[N:8]([N:20]=[CH:24][CH2:25][CH2:26][NH:27][C:28](=[O:34])[O:29][C:30]([CH3:33])([CH3:32])[CH3:31])[C:9]2[C:18]3[N:17]=[CH:16][CH:15]=[CH:14][C:13]=3[N:12]=[CH:11][C:10]=2[N:19]=1)[CH3:6]. Reactant: C(O)(=O)C.[CH2:5]([C:7]1[N:8]([NH2:20])[C:9]2[C:18]3[N:17]=[CH:16][CH:15]=[CH:14][C:13]=3[N:12]=[CH:11][C:10]=2[N:19]=1)[CH3:6].C(O[CH:24](OCC)[CH2:25][CH2:26][NH:27][C:28](=[O:34])[O:29][C:30]([CH3:33])([CH3:32])[CH3:31])C. The catalyst class is: 10. (10) Reactant: [Cl:1][C:2]1[C:3](=[O:14])O[C:5](=[O:13])[C:6]=1[C:7]1[CH:12]=[CH:11][CH:10]=[CH:9][CH:8]=1.[CH2:15]([NH2:19])[CH2:16][CH2:17][CH3:18]. Product: [CH2:15]([N:19]1[C:5](=[O:13])[C:6]([C:7]2[CH:8]=[CH:9][CH:10]=[CH:11][CH:12]=2)=[C:2]([Cl:1])[C:3]1=[O:14])[CH2:16][CH2:17][CH3:18]. The catalyst class is: 15.